Dataset: Reaction yield outcomes from USPTO patents with 853,638 reactions. Task: Predict the reaction yield, written as a fraction of the theoretical maximum amount of product (1.0 means a 100% yield; for example, 0.34 means a 34% yield). (1) The product is [CH:25]1([CH2:24][N:23]2[C:22]3[CH:21]=[CH:20][C:17]([C:18]#[N:19])=[CH:16][C:15]=3[N:14]=[C:11]2[CH2:10][C:7]2[CH:8]=[CH:9][C:4]([O:3][CH2:1][CH3:2])=[CH:5][CH:6]=2)[CH2:26][CH2:27]1. The yield is 0.780. The catalyst is C(O)(=O)C. The reactants are [CH2:1]([O:3][C:4]1[CH:9]=[CH:8][C:7]([CH2:10][C:11](Cl)=O)=[CH:6][CH:5]=1)[CH3:2].[NH2:14][C:15]1[CH:16]=[C:17]([CH:20]=[CH:21][C:22]=1[NH:23][CH2:24][CH:25]1[CH2:27][CH2:26]1)[C:18]#[N:19]. (2) The reactants are [Cl:1][C:2]1[CH:3]=[CH:4][C:5]([S:9][CH2:10][C:11]2[N:12]=[CH:13][N:14]([CH2:16][CH2:17][CH3:18])[CH:15]=2)=[C:6]([CH:8]=1)[NH2:7].[O:19]1[C:23]2[CH:24]=[CH:25][CH:26]=[CH:27][C:22]=2[CH:21]=[C:20]1[S:28](Cl)(=[O:30])=[O:29]. The catalyst is N1C=CC=CC=1. The product is [Cl:1][C:2]1[CH:3]=[CH:4][C:5]([S:9][CH2:10][C:11]2[N:12]=[CH:13][N:14]([CH2:16][CH2:17][CH3:18])[CH:15]=2)=[C:6]([NH:7][S:28]([C:20]2[O:19][C:23]3[CH:24]=[CH:25][CH:26]=[CH:27][C:22]=3[CH:21]=2)(=[O:29])=[O:30])[CH:8]=1. The yield is 0.480. (3) The reactants are [Li]CCCC.CN(C)S([N:11]1[CH:15]=[CH:14][N:13]=[C:12]1[CH2:16][N:17]1[CH2:22][CH2:21][O:20][CH2:19][CH2:18]1)(=O)=O.CN([CH:27]=[O:28])C.Cl.C([O-])(O)=O.[Na+]. The catalyst is C1COCC1. The product is [O:20]1[CH2:21][CH2:22][N:17]([CH2:16][C:12]2[NH:13][C:14]([CH:27]=[O:28])=[CH:15][N:11]=2)[CH2:18][CH2:19]1. The yield is 0.710. (4) The reactants are Br[C:2]1[C:3]([N:22]([CH3:32])[S:23]([C:26]2[CH:31]=[CH:30][CH:29]=[CH:28][CH:27]=2)(=[O:25])=[O:24])=[CH:4][C:5]2[O:9][C:8]([C:10]3[CH:15]=[CH:14][C:13]([F:16])=[CH:12][CH:11]=3)=[C:7]([C:17]([NH:19][CH3:20])=[O:18])[C:6]=2[CH:21]=1.CC1(C)C(C)(C)OB([C:41]2[CH:42]=[C:43]([C:47]3[O:48][C:49]4[C:50]([N:55]=3)=[N:51][CH:52]=[CH:53][CH:54]=4)[CH:44]=[CH:45][CH:46]=2)O1.C([O-])([O-])=O.[K+].[K+]. The catalyst is O1CCOCC1CC#N.O.C1C=CC([P]([Pd]([P](C2C=CC=CC=2)(C2C=CC=CC=2)C2C=CC=CC=2)([P](C2C=CC=CC=2)(C2C=CC=CC=2)C2C=CC=CC=2)[P](C2C=CC=CC=2)(C2C=CC=CC=2)C2C=CC=CC=2)(C2C=CC=CC=2)C2C=CC=CC=2)=CC=1. The product is [F:16][C:13]1[CH:14]=[CH:15][C:10]([C:8]2[O:9][C:5]3[CH:4]=[C:3]([N:22]([CH3:32])[S:23]([C:26]4[CH:31]=[CH:30][CH:29]=[CH:28][CH:27]=4)(=[O:25])=[O:24])[C:2]([C:45]4[CH:46]=[CH:41][CH:42]=[C:43]([C:47]5[O:48][C:49]6[C:50]([N:55]=5)=[N:51][CH:52]=[CH:53][CH:54]=6)[CH:44]=4)=[CH:21][C:6]=3[C:7]=2[C:17]([NH:19][CH3:20])=[O:18])=[CH:11][CH:12]=1. The yield is 0.110. (5) The yield is 0.910. The catalyst is C(Cl)(Cl)(Cl)Cl. The reactants are [Cl:1][C:2]1[CH:7]=[CH:6][C:5]([C:8]2[CH:13]=[CH:12][CH:11]=[C:10]([CH3:14])[CH:9]=2)=[CH:4][C:3]=1[C:15]([O:17][CH3:18])=[O:16].C1C(=O)N([Br:26])C(=O)C1.CC(N=NC(C#N)(C)C)(C#N)C. The product is [Br:26][CH2:14][C:10]1[CH:9]=[C:8]([C:5]2[CH:6]=[CH:7][C:2]([Cl:1])=[C:3]([C:15]([O:17][CH3:18])=[O:16])[CH:4]=2)[CH:13]=[CH:12][CH:11]=1.